This data is from hERG potassium channel inhibition data for cardiac toxicity prediction from Karim et al.. The task is: Regression/Classification. Given a drug SMILES string, predict its toxicity properties. Task type varies by dataset: regression for continuous values (e.g., LD50, hERG inhibition percentage) or binary classification for toxic/non-toxic outcomes (e.g., AMES mutagenicity, cardiotoxicity, hepatotoxicity). Dataset: herg_karim. (1) The molecule is CN(C1CCc2c(CC(=O)O)c3ccc(F)cc3n2C1)S(=O)(=O)c1ccc(F)cc1. The result is 0 (non-blocker). (2) The molecule is CS(=O)(=O)Nc1c(Cl)ccc2c1CCCC2c1ncc[nH]1. The result is 1 (blocker). (3) The drug is CC(C)NC(=O)NS(=O)(=O)c1ccc(OCCCN2CCCCC2)cc1. The result is 0 (non-blocker).